This data is from Full USPTO retrosynthesis dataset with 1.9M reactions from patents (1976-2016). The task is: Predict the reactants needed to synthesize the given product. (1) Given the product [O:25]1[CH:29]=[CH:28][C:27]([C:2]2[C:11]3[CH2:10][CH2:9][C@H:8]4[C@H:12]([CH3:17])[C:13](=[O:16])[CH2:14][CH2:15][C@:7]4([C:18]4[CH:23]=[CH:22][CH:21]=[CH:20][CH:19]=4)[C:6]=3[N:5]=[C:4]([CH3:24])[N:3]=2)=[CH:26]1, predict the reactants needed to synthesize it. The reactants are: Cl[C:2]1[C:11]2[CH2:10][CH2:9][C@H:8]3[C@H:12]([CH3:17])[C:13](=[O:16])[CH2:14][CH2:15][C@:7]3([C:18]3[CH:23]=[CH:22][CH:21]=[CH:20][CH:19]=3)[C:6]=2[N:5]=[C:4]([CH3:24])[N:3]=1.[O:25]1[CH:29]=[CH:28][C:27](B2OC(C)(C)C(C)(C)O2)=[CH:26]1.C(=O)([O-])[O-].[Na+].[Na+]. (2) Given the product [CH2:28]([O:30][C:31](=[O:36])[CH2:32][CH2:33][CH2:34][N:18]1[CH2:19][CH2:20][CH:15]([O:14][CH:1]([C:8]2[CH:13]=[CH:12][CH:11]=[CH:10][CH:9]=2)[C:2]2[CH:3]=[CH:4][CH:5]=[CH:6][CH:7]=2)[CH2:16][CH2:17]1)[CH3:29], predict the reactants needed to synthesize it. The reactants are: [CH:1]([O:14][CH:15]1[CH2:20][CH2:19][NH:18][CH2:17][CH2:16]1)([C:8]1[CH:13]=[CH:12][CH:11]=[CH:10][CH:9]=1)[C:2]1[CH:7]=[CH:6][CH:5]=[CH:4][CH:3]=1.C([O-])(O)=O.[Na+].[I-].[K+].[CH2:28]([O:30][C:31](=[O:36])[CH2:32][CH2:33][CH2:34]Cl)[CH3:29]. (3) Given the product [F:24][C:2]([F:1])([F:25])[C:3]1[CH:4]=[CH:5][C:6]([O:9][C:10]2[CH:23]=[CH:22][C:13]([O:14][CH:15]([CH3:21])[CH2:16][OH:17])=[CH:12][CH:11]=2)=[N:7][CH:8]=1, predict the reactants needed to synthesize it. The reactants are: [F:1][C:2]([F:25])([F:24])[C:3]1[CH:4]=[CH:5][C:6]([O:9][C:10]2[CH:23]=[CH:22][C:13]([O:14][CH:15]([CH3:21])[C:16](OCC)=[O:17])=[CH:12][CH:11]=2)=[N:7][CH:8]=1.[H-].[Al+3].[Li+].[H-].[H-].[H-].